This data is from Forward reaction prediction with 1.9M reactions from USPTO patents (1976-2016). The task is: Predict the product of the given reaction. (1) Given the reactants [Cl:1][C:2]1[CH:3]=[CH:4][C:5]([O:36][CH:37]([F:39])[F:38])=[C:6]([C:8]2[C:12]([NH:13][C:14]([C:16]3[CH:17]=[N:18][N:19]4[CH:24]=[CH:23][CH:22]=[N:21][C:20]=34)=[O:15])=[CH:11][N:10]([CH2:25][C:26]([N:28]3[CH2:33][CH2:32][N:31]([CH3:34])[CH2:30][CH:29]3[CH3:35])=[O:27])[N:9]=2)[CH:7]=1.[CH3:40]C1(C)CNCCN1C(OC(C)(C)C)=O, predict the reaction product. The product is: [Cl:1][C:2]1[CH:3]=[CH:4][C:5]([O:36][CH:37]([F:39])[F:38])=[C:6]([C:8]2[C:12]([NH:13][C:14]([C:16]3[CH:17]=[N:18][N:19]4[CH:24]=[CH:23][CH:22]=[N:21][C:20]=34)=[O:15])=[CH:11][N:10]([CH2:25][C:26](=[O:27])[N:28]3[CH2:33][CH2:32][N:31]([CH3:34])[CH2:30][C:29]3([CH3:40])[CH3:35])[N:9]=2)[CH:7]=1. (2) Given the reactants [S:1]([O:8][C:9]1[C:13]2[N:14]=[C:15]([N:22]3[CH2:27][CH2:26][N:25]([C:28]4[CH:33]=[CH:32][C:31]([Cl:34])=[CH:30][CH:29]=4)[CH2:24][CH2:23]3)[N:16]=[C:17]([NH:18][CH2:19][CH2:20][CH3:21])[C:12]=2[S:11][CH:10]=1)([C:4]([F:7])([F:6])[F:5])(=[O:3])=[O:2].[BH4-].[Na+], predict the reaction product. The product is: [S:1]([O:8][CH:9]1[C:13]2[N:14]=[C:15]([N:22]3[CH2:27][CH2:26][N:25]([C:28]4[CH:29]=[CH:30][C:31]([Cl:34])=[CH:32][CH:33]=4)[CH2:24][CH2:23]3)[N:16]=[C:17]([NH:18][CH2:19][CH2:20][CH3:21])[C:12]=2[S:11][CH2:10]1)([C:4]([F:6])([F:5])[F:7])(=[O:3])=[O:2]. (3) Given the reactants Cl[C:2]1[N:7]=[C:6]([NH:8][C@@H:9]2[CH2:14][CH2:13][C@@H:12]([CH3:15])[C@H:11]([OH:16])[CH2:10]2)[C:5]([C:17]([NH2:19])=[O:18])=[CH:4][N:3]=1.[C:20]([NH2:24])([CH3:23])([CH3:22])[CH3:21], predict the reaction product. The product is: [C:20]([NH:24][C:2]1[N:7]=[C:6]([NH:8][C@@H:9]2[CH2:14][CH2:13][C@@H:12]([CH3:15])[C@H:11]([OH:16])[CH2:10]2)[C:5]([C:17]([NH2:19])=[O:18])=[CH:4][N:3]=1)([CH3:23])([CH3:22])[CH3:21]. (4) Given the reactants [C:1]1([CH:7]2[CH2:12][CH2:11][C:10](=O)[CH2:9][CH2:8]2)[CH:6]=[CH:5][CH:4]=[CH:3][CH:2]=1.[NH2:14][OH:15].O, predict the reaction product. The product is: [C:1]1([CH:7]2[CH2:12][CH2:11][C:10](=[N:14][OH:15])[CH2:9][CH2:8]2)[CH:6]=[CH:5][CH:4]=[CH:3][CH:2]=1. (5) Given the reactants [Br:1][CH2:2][CH2:3][CH2:4][CH2:5][C:6](Cl)=[O:7].[Cl:9][C:10]1[CH:11]=[C:12]([CH:17]2[CH2:21][NH:20][CH2:19][CH:18]2[N:22]([CH2:24][C:25]2[CH:30]=[CH:29][C:28]([C:31]([F:34])([F:33])[F:32])=[C:27]([F:35])[CH:26]=2)[CH3:23])[CH:13]=[CH:14][C:15]=1[Cl:16].C(N(CC)CC)C, predict the reaction product. The product is: [Br:1][CH2:2][CH2:3][CH2:4][CH2:5][C:6]([N:20]1[CH2:19][CH:18]([N:22]([CH2:24][C:25]2[CH:30]=[CH:29][C:28]([C:31]([F:34])([F:32])[F:33])=[C:27]([F:35])[CH:26]=2)[CH3:23])[CH:17]([C:12]2[CH:13]=[CH:14][C:15]([Cl:16])=[C:10]([Cl:9])[CH:11]=2)[CH2:21]1)=[O:7]. (6) The product is: [NH2:36][C:37]1[O:18][C:17]([C:16]2[CH:21]=[CH:22][CH:23]=[CH:24][C:15]=2[C:13]2[N:12]([C:25]([CH3:26])([CH3:27])[CH3:28])[C:11]3[CH:29]=[CH:30][C:8]([C:5]4[CH:4]=[N:3][C:2]([NH2:1])=[N:7][CH:6]=4)=[CH:9][C:10]=3[N:14]=2)=[N:19][N:20]=1. Given the reactants [NH2:1][C:2]1[N:7]=[CH:6][C:5]([C:8]2[CH:30]=[CH:29][C:11]3[N:12]([C:25]([CH3:28])([CH3:27])[CH3:26])[C:13]([C:15]4[CH:24]=[CH:23][CH:22]=[CH:21][C:16]=4[C:17]([NH:19][NH2:20])=[O:18])=[N:14][C:10]=3[CH:9]=2)=[CH:4][N:3]=1.C([O-])(O)=O.[Na+].[N:36]#[C:37]Br, predict the reaction product. (7) Given the reactants [C:1]([CH2:3][N:4]([C:16]1[CH:21]=[CH:20][N:19]=[C:18](F)[N:17]=1)[C:5](=[O:15])[C@H:6]([CH2:8][C:9]1[CH:14]=[CH:13][CH:12]=[CH:11][CH:10]=1)[NH2:7])#[N:2].[CH2:23]([NH2:30])[C:24]1[CH:29]=[CH:28][CH:27]=[CH:26][CH:25]=1, predict the reaction product. The product is: [CH2:23]([NH:30][C:18]1[N:17]=[C:16]([N:4]([CH2:3][C:1]#[N:2])[C:5](=[O:15])[C@H:6]([CH2:8][C:9]2[CH:14]=[CH:13][CH:12]=[CH:11][CH:10]=2)[NH2:7])[CH:21]=[CH:20][N:19]=1)[C:24]1[CH:29]=[CH:28][CH:27]=[CH:26][CH:25]=1.